Dataset: Reaction yield outcomes from USPTO patents with 853,638 reactions. Task: Predict the reaction yield, written as a fraction of the theoretical maximum amount of product (1.0 means a 100% yield; for example, 0.34 means a 34% yield). The catalyst is CO.[OH-].[OH-].[Pd+2]. The product is [ClH:33].[CH3:26][O:25][CH2:24][C@H:10]1[CH2:9][NH:8][CH2:14][C:13]2[N:15]=[CH:16][C:17]([N:19]([CH3:23])[CH2:20][CH2:21][CH3:22])=[N:18][C:12]=2[O:11]1. The yield is 0.560. The reactants are C([N:8]1[CH2:14][C:13]2[N:15]=[CH:16][C:17]([N:19]([CH3:23])[CH2:20][CH2:21][CH3:22])=[N:18][C:12]=2[O:11][C@@H:10]([CH2:24][O:25][CH3:26])[CH2:9]1)C1C=CC=CC=1.C(OCC)(=O)C.[ClH:33].